This data is from Forward reaction prediction with 1.9M reactions from USPTO patents (1976-2016). The task is: Predict the product of the given reaction. (1) Given the reactants Br[C:2]1[CH:3]=[N:4][CH:5]=[C:6]([O:8][CH2:9][C@H:10]2[CH2:14][CH2:13][CH2:12][N:11]2[C:15]([O:17][C:18]([CH3:21])([CH3:20])[CH3:19])=[O:16])[CH:7]=1.[C:22]1([CH2:28][CH2:29][O:30][CH2:31][CH2:32][CH:33]2[CH2:38][CH2:37][NH:36][CH2:35][CH2:34]2)[CH:27]=[CH:26][CH:25]=[CH:24][CH:23]=1.CC(C)([O-])C.[Na+].C1(P(C2C=CC=CC=2)C2C3OC4C(=CC=CC=4P(C4C=CC=CC=4)C4C=CC=CC=4)C(C)(C)C=3C=CC=2)C=CC=CC=1, predict the reaction product. The product is: [C:18]([O:17][C:15]([N:11]1[CH2:12][CH2:13][CH2:14][C@H:10]1[CH2:9][O:8][C:6]1[CH:5]=[N:4][CH:3]=[C:2]([N:36]2[CH2:35][CH2:34][CH:33]([CH2:32][CH2:31][O:30][CH2:29][CH2:28][C:22]3[CH:23]=[CH:24][CH:25]=[CH:26][CH:27]=3)[CH2:38][CH2:37]2)[CH:7]=1)=[O:16])([CH3:21])([CH3:20])[CH3:19]. (2) The product is: [O:11]1[CH2:10][CH2:9][N:8]([C:3]2[C:2]([NH:1][C:47](=[O:48])[C:46]3[CH:50]=[C:42]([CH2:41][C:35]4[C:36](=[O:40])[C:37]([O:38][CH3:39])=[C:32]([O:31][CH3:30])[C:33](=[O:56])[C:34]=4[CH3:55])[CH:43]=[CH:44][C:45]=3[O:51][C:52](=[O:54])[CH3:53])=[CH:7][CH:6]=[CH:5][N:4]=2)[CH2:13][CH2:12]1. Given the reactants [NH2:1][C:2]1[C:3]([N:8]2[CH2:13][CH2:12][O:11][CH2:10][CH2:9]2)=[N:4][CH:5]=[CH:6][CH:7]=1.C(N(CC)CC)C.[Cl-].ClC1N(C)CC[NH+]1C.[CH3:30][O:31][C:32]1[C:33](=[O:56])[C:34]([CH3:55])=[C:35]([CH2:41][C:42]2[CH:43]=[CH:44][C:45]([O:51][C:52](=[O:54])[CH3:53])=[C:46]([CH:50]=2)[C:47](O)=[O:48])[C:36](=[O:40])[C:37]=1[O:38][CH3:39], predict the reaction product. (3) Given the reactants [F:1][C:2]1[CH:7]=[C:6]([F:8])[CH:5]=[C:4]([CH2:9][CH2:10][OH:11])[C:3]=1[OH:12].C([O-])([O-])=O.[K+].[K+].Br[CH2:20][C:21]1[CH:26]=[CH:25][CH:24]=[CH:23][CH:22]=1.O, predict the reaction product. The product is: [CH2:20]([O:12][C:3]1[C:2]([F:1])=[CH:7][C:6]([F:8])=[CH:5][C:4]=1[CH2:9][CH2:10][OH:11])[C:21]1[CH:26]=[CH:25][CH:24]=[CH:23][CH:22]=1. (4) Given the reactants [CH2:1]([N:8]1[CH2:13][C@H:12]2[CH2:14][C@@H:9]1[C@@H:10]([N:15]1C(=O)C3C(=CC=CC=3)C1=O)[CH2:11]2)[C:2]1[CH:7]=[CH:6][CH:5]=[CH:4][CH:3]=1.CO.O.NN, predict the reaction product. The product is: [CH2:1]([N:8]1[CH2:13][CH:12]2[CH2:14][CH:9]1[CH:10]([NH2:15])[CH2:11]2)[C:2]1[CH:3]=[CH:4][CH:5]=[CH:6][CH:7]=1. (5) Given the reactants C1C(=O)N([Br:8])C(=O)C1.[Cl:9][C:10]1[C:11]([F:36])=[C:12]([N:16]2[C:23](=[O:24])[C:22]3[CH:21]=[CH:20][N:19]([CH:25]([CH3:27])[CH3:26])[C:18]=3[CH:17]2[C:28]2[CH:33]=[CH:32][C:31]([Cl:34])=[CH:30][C:29]=2[CH3:35])[CH:13]=[CH:14][CH:15]=1, predict the reaction product. The product is: [Br:8][C:20]1[N:19]([CH:25]([CH3:27])[CH3:26])[C:18]2[CH:17]([C:28]3[CH:33]=[CH:32][C:31]([Cl:34])=[CH:30][C:29]=3[CH3:35])[N:16]([C:12]3[CH:13]=[CH:14][CH:15]=[C:10]([Cl:9])[C:11]=3[F:36])[C:23](=[O:24])[C:22]=2[CH:21]=1. (6) Given the reactants [Br:1][C:2]1[CH:7]=[C:6](Br)[C:5]([N+:9]([O-:11])=[O:10])=[CH:4][N:3]=1.[NH2:12][CH:13]([CH3:17])[CH2:14][C:15]#[N:16].C(N(CC)CC)C, predict the reaction product. The product is: [Br:1][C:2]1[CH:7]=[C:6]([NH:12][CH:13]([CH3:17])[CH2:14][C:15]#[N:16])[C:5]([N+:9]([O-:11])=[O:10])=[CH:4][N:3]=1. (7) The product is: [OH:48][C:44]1([CH2:47][OH:29])[CH2:46][O:6][C@H:5]([C:8]2[CH:13]=[C:12]([F:14])[C:11]([F:15])=[CH:10][C:9]=2[F:16])[C@@H:4]([NH:17][C:18](=[O:24])[O:19][C:20]([CH3:23])([CH3:22])[CH3:21])[CH2:45]1. Given the reactants C=C1C[O:6][C@H:5]([C:8]2[CH:13]=[C:12]([F:14])[C:11]([F:15])=[CH:10][C:9]=2[F:16])[C@@H:4]([NH:17][C:18](=[O:24])[O:19][C:20]([CH3:23])([CH3:22])[CH3:21])C1.C[N+]1([O-])CC[O:29]CC1.S(=O)(O)[O-].[Na+].C(OCC)(=O)C.[C:44]([OH:48])([CH3:47])([CH3:46])[CH3:45], predict the reaction product. (8) Given the reactants Br[C:2]1[N:3]=[C:4]2[C:10]([C:11]([C:13]3([CH3:19])[CH2:18][CH2:17][CH2:16][CH2:15][CH2:14]3)=[O:12])=[CH:9][NH:8][C:5]2=[N:6][CH:7]=1.[C:20]([O:24][C:25]([N:27]1[CH2:32][CH2:31][N:30]([C:33]2[CH:38]=[CH:37][CH:36]=[C:35](B3OC(C)(C)C(C)(C)O3)[CH:34]=2)[CH2:29][CH2:28]1)=[O:26])([CH3:23])([CH3:22])[CH3:21], predict the reaction product. The product is: [C:20]([O:24][C:25]([N:27]1[CH2:32][CH2:31][N:30]([C:33]2[CH:38]=[CH:37][CH:36]=[C:35]([C:2]3[N:3]=[C:4]4[C:10]([C:11]([C:13]5([CH3:19])[CH2:18][CH2:17][CH2:16][CH2:15][CH2:14]5)=[O:12])=[CH:9][NH:8][C:5]4=[N:6][CH:7]=3)[CH:34]=2)[CH2:29][CH2:28]1)=[O:26])([CH3:23])([CH3:21])[CH3:22]. (9) The product is: [ClH:1].[Cl:9][C:6]1[CH:5]=[C:4]([C:10]2([C:34]([F:35])([F:37])[F:36])[O:14][N:13]=[C:12]([C:15]3[CH:16]=[C:17]4[C:21](=[CH:22][CH:23]=3)[C:20]3([CH2:24][NH:25][CH2:26]3)[O:19][CH2:18]4)[CH2:11]2)[CH:3]=[C:2]([Cl:1])[C:7]=1[F:8]. Given the reactants [Cl:1][C:2]1[CH:3]=[C:4]([C:10]2([C:34]([F:37])([F:36])[F:35])[O:14][N:13]=[C:12]([C:15]3[CH:16]=[C:17]4[C:21](=[CH:22][CH:23]=3)[C:20]3([CH2:26][N:25](C(OC(C)(C)C)=O)[CH2:24]3)[O:19][CH2:18]4)[CH2:11]2)[CH:5]=[C:6]([Cl:9])[C:7]=1[F:8].Cl, predict the reaction product.